From a dataset of Merck oncology drug combination screen with 23,052 pairs across 39 cell lines. Regression. Given two drug SMILES strings and cell line genomic features, predict the synergy score measuring deviation from expected non-interaction effect. (1) Drug 1: Cc1nc(Nc2ncc(C(=O)Nc3c(C)cccc3Cl)s2)cc(N2CCN(CCO)CC2)n1. Drug 2: CCc1cnn2c(NCc3ccc[n+]([O-])c3)cc(N3CCCCC3CCO)nc12. Cell line: EFM192B. Synergy scores: synergy=47.2. (2) Drug 1: C#Cc1cccc(Nc2ncnc3cc(OCCOC)c(OCCOC)cc23)c1. Drug 2: Cc1nc(Nc2ncc(C(=O)Nc3c(C)cccc3Cl)s2)cc(N2CCN(CCO)CC2)n1. Cell line: NCIH460. Synergy scores: synergy=10.2. (3) Drug 1: O=P1(N(CCCl)CCCl)NCCCO1. Drug 2: N#Cc1ccc(Cn2cncc2CN2CCN(c3cccc(Cl)c3)C(=O)C2)cc1. Cell line: OV90. Synergy scores: synergy=12.6. (4) Drug 1: O=S1(=O)NC2(CN1CC(F)(F)F)C1CCC2Cc2cc(C=CCN3CCC(C(F)(F)F)CC3)ccc2C1. Drug 2: NC1CCCCC1N.O=C(O)C(=O)O.[Pt+2]. Cell line: UWB1289BRCA1. Synergy scores: synergy=-16.6. (5) Drug 1: CC1CC2C3CCC4=CC(=O)C=CC4(C)C3(F)C(O)CC2(C)C1(O)C(=O)CO. Drug 2: CS(=O)(=O)CCNCc1ccc(-c2ccc3ncnc(Nc4ccc(OCc5cccc(F)c5)c(Cl)c4)c3c2)o1. Cell line: UWB1289BRCA1. Synergy scores: synergy=1.14. (6) Drug 1: O=P1(N(CCCl)CCCl)NCCCO1. Drug 2: CC(C)CC(NC(=O)C(Cc1ccccc1)NC(=O)c1cnccn1)B(O)O. Cell line: DLD1. Synergy scores: synergy=14.2. (7) Drug 1: CN(C)C(=N)N=C(N)N. Drug 2: Cn1cc(-c2cnn3c(N)c(Br)c(C4CCCNC4)nc23)cn1. Cell line: OV90. Synergy scores: synergy=3.14. (8) Drug 1: COC1CC2CCC(C)C(O)(O2)C(=O)C(=O)N2CCCCC2C(=O)OC(C(C)CC2CCC(OP(C)(C)=O)C(OC)C2)CC(=O)C(C)C=C(C)C(O)C(OC)C(=O)C(C)CC(C)C=CC=CC=C1C. Drug 2: CCc1cnn2c(NCc3ccc[n+]([O-])c3)cc(N3CCCCC3CCO)nc12. Cell line: OV90. Synergy scores: synergy=15.3. (9) Drug 1: CCC1(O)C(=O)OCc2c1cc1n(c2=O)Cc2cc3c(CN(C)C)c(O)ccc3nc2-1. Drug 2: Cn1c(=O)n(-c2ccc(C(C)(C)C#N)cc2)c2c3cc(-c4cnc5ccccc5c4)ccc3ncc21. Synergy scores: synergy=37.9. Cell line: A427.